Regression. Given two drug SMILES strings and cell line genomic features, predict the synergy score measuring deviation from expected non-interaction effect. From a dataset of NCI-60 drug combinations with 297,098 pairs across 59 cell lines. Drug 1: CN(C)N=NC1=C(NC=N1)C(=O)N. Drug 2: C1=NC2=C(N1)C(=S)N=CN2. Cell line: MOLT-4. Synergy scores: CSS=27.0, Synergy_ZIP=-11.3, Synergy_Bliss=-19.0, Synergy_Loewe=-19.1, Synergy_HSA=-16.8.